This data is from Forward reaction prediction with 1.9M reactions from USPTO patents (1976-2016). The task is: Predict the product of the given reaction. (1) Given the reactants [CH3:1][O:2][C:3](=[O:13])[CH2:4][C:5]1[CH:9]=[C:8]([CH2:10]Cl)[S:7][C:6]=1[CH3:12].[C-:14]#[N:15].[K+].C(Cl)(Cl)Cl.[Na+].[Cl-], predict the reaction product. The product is: [CH3:1][O:2][C:3](=[O:13])[CH2:4][C:5]1[CH:9]=[C:8]([CH2:10][C:14]#[N:15])[S:7][C:6]=1[CH3:12]. (2) Given the reactants Br[CH2:2][CH2:3][CH2:4][N:5]1[C:9](=[O:10])[C:8]2=[CH:11][CH:12]=[CH:13][CH:14]=[C:7]2[C:6]1=[O:15].C(=O)([O-])[O-].[K+].[K+].[OH:22][C:23]1[CH:28]=[CH:27][C:26]([C:29]2[CH:34]=[CH:33][C:32]([C:35]([O:37][CH2:38][CH3:39])=[O:36])=[CH:31][CH:30]=2)=[CH:25][C:24]=1[C:40]1[CH:49]=[CH:48][C:47]2[C:46]([CH3:51])([CH3:50])[CH2:45][CH2:44][C:43]([CH3:53])([CH3:52])[C:42]=2[CH:41]=1.O, predict the reaction product. The product is: [O:15]=[C:6]1[C:7]2[C:8](=[CH:11][CH:12]=[CH:13][CH:14]=2)[C:9](=[O:10])[N:5]1[CH2:4][CH2:3][CH2:2][O:22][C:23]1[CH:28]=[CH:27][C:26]([C:29]2[CH:30]=[CH:31][C:32]([C:35]([O:37][CH2:38][CH3:39])=[O:36])=[CH:33][CH:34]=2)=[CH:25][C:24]=1[C:40]1[CH:49]=[CH:48][C:47]2[C:46]([CH3:51])([CH3:50])[CH2:45][CH2:44][C:43]([CH3:52])([CH3:53])[C:42]=2[CH:41]=1. (3) Given the reactants [CH3:1][O:2][C@H:3]([CH3:7])[C:4]([OH:6])=O.CCN(C(C)C)C(C)C.CN(C(ON1N=NC2C=CC=NC1=2)=[N+](C)C)C.F[P-](F)(F)(F)(F)F.[OH:41][C:42]([C:44]([F:47])([F:46])[F:45])=[O:43].[F:48][CH:49]([F:78])[CH2:50][NH:51][C:52]1[N:53]=[C:54]2[CH2:76][CH:75]([CH3:77])[NH:74][CH2:73][C:55]2=[N:56][C:57]=1[N:58]1[CH2:63][CH2:62][CH:61]([O:64][C:65]2[CH:70]=[CH:69][C:68]([F:71])=[CH:67][C:66]=2[F:72])[CH2:60][CH2:59]1, predict the reaction product. The product is: [F:78][CH:49]([F:48])[CH2:50][NH:51][C:52]1[N:53]=[C:54]2[CH2:76][CH:75]([CH3:77])[N:74]([C:4](=[O:6])[C@H:3]([O:2][CH3:1])[CH3:7])[CH2:73][C:55]2=[N:56][C:57]=1[N:58]1[CH2:59][CH2:60][CH:61]([O:64][C:65]2[CH:70]=[CH:69][C:68]([F:71])=[CH:67][C:66]=2[F:72])[CH2:62][CH2:63]1.[C:42]([OH:43])([C:44]([F:47])([F:46])[F:45])=[O:41]. (4) Given the reactants [CH3:1][S:2][CH2:3][C@@H:4]1[O:8][C:7](=[O:9])[N:6]([NH:10]C(=O)OC(C)(C)C)[CH2:5]1.[ClH:18].O1CCOCC1, predict the reaction product. The product is: [ClH:18].[NH2:10][N:6]1[CH2:5][C@H:4]([CH2:3][S:2][CH3:1])[O:8][C:7]1=[O:9]. (5) Given the reactants Br[C:2]1[CH:3]=[CH:4][C:5]([CH2:8][P:9](=[O:16])([O:13][CH2:14][CH3:15])[O:10][CH2:11][CH3:12])=[N:6][CH:7]=1.[CH3:17][O:18][C:19]1[CH:24]=[CH:23][CH:22]=[CH:21][C:20]=1B(O)O.C(=O)([O-])O.[Na+], predict the reaction product. The product is: [CH3:17][O:18][C:19]1[CH:24]=[CH:23][CH:22]=[CH:21][C:20]=1[C:2]1[CH:3]=[CH:4][C:5]([CH2:8][P:9](=[O:16])([O:13][CH2:14][CH3:15])[O:10][CH2:11][CH3:12])=[N:6][CH:7]=1. (6) Given the reactants [F:1][C:2]([F:31])([F:30])[C:3]1[CH:4]=[C:5]([NH:13][C:14](SC)=[C:15]([S:18]([C:21]2[CH:26]=[CH:25][C:24]([Cl:27])=[CH:23][CH:22]=2)(=[O:20])=[O:19])[C:16]#[N:17])[CH:6]=[C:7]([C:9]([F:12])([F:11])[F:10])[CH:8]=1.[CH:32]1([NH2:36])[CH2:35][CH2:34][CH2:33]1, predict the reaction product. The product is: [F:31][C:2]([F:1])([F:30])[C:3]1[CH:4]=[C:5]([NH:13][C:14]([NH:36][CH:32]2[CH2:35][CH2:34][CH2:33]2)=[C:15]([S:18]([C:21]2[CH:22]=[CH:23][C:24]([Cl:27])=[CH:25][CH:26]=2)(=[O:19])=[O:20])[C:16]#[N:17])[CH:6]=[C:7]([C:9]([F:12])([F:10])[F:11])[CH:8]=1.